From a dataset of Reaction yield outcomes from USPTO patents with 853,638 reactions. Predict the reaction yield, written as a fraction of the theoretical maximum amount of product (1.0 means a 100% yield; for example, 0.34 means a 34% yield). The reactants are C(N(CC)C(C)C)(C)C.[CH3:10][C:11]1[CH:20]=[CH:19][C:18]2[C:13](=[CH:14][CH:15]=[C:16]([F:27])[C:17]=2[N:21]2[CH2:26][CH2:25][NH:24][CH2:23][CH2:22]2)[N:12]=1.CS(O[CH2:33][CH2:34][C:35]1[CH:40]=[CH:39][CH:38]=[C:37]([N+:41]([O-:43])=[O:42])[CH:36]=1)(=O)=O. The catalyst is CN(C)C=O. The product is [F:27][C:16]1[C:17]([N:21]2[CH2:26][CH2:25][N:24]([CH2:33][CH2:34][C:35]3[CH:40]=[CH:39][CH:38]=[C:37]([N+:41]([O-:43])=[O:42])[CH:36]=3)[CH2:23][CH2:22]2)=[C:18]2[C:13](=[CH:14][CH:15]=1)[N:12]=[C:11]([CH3:10])[CH:20]=[CH:19]2. The yield is 0.420.